Regression/Classification. Given a drug SMILES string, predict its absorption, distribution, metabolism, or excretion properties. Task type varies by dataset: regression for continuous measurements (e.g., permeability, clearance, half-life) or binary classification for categorical outcomes (e.g., BBB penetration, CYP inhibition). Dataset: cyp2c9_veith. From a dataset of CYP2C9 inhibition data for predicting drug metabolism from PubChem BioAssay. (1) The compound is COc1ncc2nc(-c3cccs3)c(=O)n(-c3ccccc3)c2n1. The result is 0 (non-inhibitor). (2) The drug is CO[C@H]1COC(=O)[C@H](C)NC(=O)[C@@H](C)COC(=O)C/C=C\[C@@H]1C. The result is 0 (non-inhibitor).